Predict the product of the given reaction. From a dataset of Forward reaction prediction with 1.9M reactions from USPTO patents (1976-2016). Given the reactants [NH2:1][C:2]1[CH:3]=[C:4]([CH:8]=[CH:9][C:10]=1[Cl:11])[C:5]([OH:7])=[O:6].C[Si](C)(C)[N-][Si](C)(C)C.[Li+].[F:22][C:23]1[CH:28]=[CH:27][CH:26]=[C:25]([F:29])[C:24]=1[N:30]1[C:35](=[O:36])[CH:34]=[CH:33][C:32]([C:37](Cl)=[O:38])=[CH:31]1, predict the reaction product. The product is: [Cl:11][C:10]1[CH:9]=[CH:8][C:4]([C:5]([OH:7])=[O:6])=[CH:3][C:2]=1[NH:1][C:37]([C:32]1[CH:33]=[CH:34][C:35](=[O:36])[N:30]([C:24]2[C:25]([F:29])=[CH:26][CH:27]=[CH:28][C:23]=2[F:22])[CH:31]=1)=[O:38].